This data is from Forward reaction prediction with 1.9M reactions from USPTO patents (1976-2016). The task is: Predict the product of the given reaction. (1) Given the reactants [CH3:1][C:2]1[C:8]([C:9]([F:12])([F:11])[F:10])=[CH:7][CH:6]=[CH:5][C:3]=1[NH2:4].[O:13](C(C)=O)[C:14]([CH3:16])=O, predict the reaction product. The product is: [CH3:1][C:2]1[C:8]([C:9]([F:10])([F:11])[F:12])=[CH:7][CH:6]=[CH:5][C:3]=1[NH:4][C:14](=[O:13])[CH3:16]. (2) Given the reactants [C:1]([NH:4][NH:5][C:6](=[O:32])[C:7]1[CH:12]=[CH:11][C:10]([C@@H:13]([N:15]2[CH2:20][CH2:19][C@:18]([CH2:28][CH:29]=[CH2:30])([C:21]3[CH:26]=[CH:25][C:24]([F:27])=[CH:23][CH:22]=3)[O:17][C:16]2=[O:31])[CH3:14])=[CH:9][CH:8]=1)(=O)[CH3:2].CC[N+](S(N=C(OC)[O-])(=O)=O)(CC)CC.C1COCC1, predict the reaction product. The product is: [CH2:28]([C@@:18]1([C:21]2[CH:26]=[CH:25][C:24]([F:27])=[CH:23][CH:22]=2)[O:17][C:16](=[O:31])[N:15]([C@H:13]([C:10]2[CH:9]=[CH:8][C:7]([C:6]3[O:32][C:1]([CH3:2])=[N:4][N:5]=3)=[CH:12][CH:11]=2)[CH3:14])[CH2:20][CH2:19]1)[CH:29]=[CH2:30]. (3) Given the reactants [CH2:1]([C@H:3]1[N:12]([C:13](=[O:22])[C:14]2[CH:19]=[CH:18][C:17]([O:20]C)=[CH:16][CH:15]=2)[C:11]2[C:6](=[CH:7][CH:8]=[C:9]([F:23])[CH:10]=2)[N:5]([CH3:24])[C:4]1=[O:25])[CH3:2].C([C@H]1N(C(=O)C2C=CC(O)=CC=2)C2C(=CC(F)=CC=2)N(C)C1=O)C, predict the reaction product. The product is: [CH2:1]([C@H:3]1[N:12]([C:13](=[O:22])[C:14]2[CH:19]=[CH:18][C:17]([OH:20])=[CH:16][CH:15]=2)[C:11]2[C:6](=[CH:7][CH:8]=[C:9]([F:23])[CH:10]=2)[N:5]([CH3:24])[C:4]1=[O:25])[CH3:2]. (4) Given the reactants [CH3:1][N:2]([CH2:6][CH2:7][OH:8])[CH2:3][CH2:4][OH:5].C(N(CC)CC)C.Cl[C:17](Cl)([O:19]C(=O)OC(Cl)(Cl)Cl)Cl.C(OCC)C, predict the reaction product. The product is: [CH3:1][N:2]1[CH2:6][CH2:7][O:8][C:17](=[O:19])[O:5][CH2:4][CH2:3]1. (5) Given the reactants [NH:1]1[C@@H:9]2[C@@H:4]([CH2:5][CH2:6][CH2:7][CH2:8]2)[CH2:3][C@H:2]1[C:10]([OH:12])=[O:11].[C:13](=O)([O-])[O-].[Na+].[Na+].Cl[C:20]([O:22][CH3:23])=[O:21], predict the reaction product. The product is: [CH3:23][O:22][C:20]([N:1]1[C@@H:9]2[C@@H:4]([CH2:5][CH2:6][CH2:7][CH2:8]2)[CH2:3][C@H:2]1[C:10]([O:12][CH3:13])=[O:11])=[O:21].